This data is from Full USPTO retrosynthesis dataset with 1.9M reactions from patents (1976-2016). The task is: Predict the reactants needed to synthesize the given product. (1) The reactants are: [CH3:1][O:2][C:3]1[CH:4]=[C:5]2[C:10](=[CH:11][C:12]=1[O:13][CH3:14])[N:9]=[N:8][CH:7]=[C:6]2O.P(Br)(Br)([Br:18])=O.C([O-])(=O)C.[Na+].C(O)C. Given the product [Br:18][C:6]1[C:5]2[C:10](=[CH:11][C:12]([O:13][CH3:14])=[C:3]([O:2][CH3:1])[CH:4]=2)[N:9]=[N:8][CH:7]=1, predict the reactants needed to synthesize it. (2) Given the product [CH3:36][O:35][C:30](=[O:34])[CH:31]([CH3:33])[CH2:32][C:13]1[CH:12]=[CH:11][C:10]([N:16]2[CH2:17][C:18](=[O:29])[NH:19][S:20]2(=[O:21])=[O:22])=[C:9]([OH:8])[CH:14]=1, predict the reactants needed to synthesize it. The reactants are: C([O:8][C:9]1[CH:14]=[C:13](I)[CH:12]=[CH:11][C:10]=1[N:16]1[S:20](=[O:22])(=[O:21])[N:19](CC[Si](C)(C)C)[C:18](=[O:29])[CH2:17]1)C1C=CC=CC=1.[C:30]([O:35][CH3:36])(=[O:34])[C:31]([CH3:33])=[CH2:32].